From a dataset of CYP3A4 inhibition data for predicting drug metabolism from PubChem BioAssay. Regression/Classification. Given a drug SMILES string, predict its absorption, distribution, metabolism, or excretion properties. Task type varies by dataset: regression for continuous measurements (e.g., permeability, clearance, half-life) or binary classification for categorical outcomes (e.g., BBB penetration, CYP inhibition). Dataset: cyp3a4_veith. (1) The compound is O=c1c(-c2ccc(F)cc2)nc2cnc(Oc3ccccc3)nc2n1Cc1cccs1. The result is 0 (non-inhibitor). (2) The drug is Cc1cccc(CNc2ccnc(-c3ccoc3)n2)c1. The result is 1 (inhibitor).